From a dataset of Forward reaction prediction with 1.9M reactions from USPTO patents (1976-2016). Predict the product of the given reaction. (1) Given the reactants CC(OC([N:8]1[CH2:13][CH2:12][N:11]2[C:14](=[O:29])[O:15][C:16]([C:23]3[CH:28]=[CH:27][CH:26]=[CH:25][CH:24]=3)([C:17]3[CH:22]=[CH:21][CH:20]=[CH:19][CH:18]=3)[CH:10]2[CH2:9]1)=O)(C)C.FC(F)(F)C(O)=O, predict the reaction product. The product is: [C:23]1([C:16]2([C:17]3[CH:18]=[CH:19][CH:20]=[CH:21][CH:22]=3)[CH:10]3[CH2:9][NH:8][CH2:13][CH2:12][N:11]3[C:14](=[O:29])[O:15]2)[CH:28]=[CH:27][CH:26]=[CH:25][CH:24]=1. (2) Given the reactants [OH:1][C@@H:2]1[CH2:7][C@H:6]([N:8]2[C:16](=[O:17])[C:15]3[C:10](=[CH:11][CH:12]=[CH:13][CH:14]=3)[C:9]2=[O:18])[C:5]([CH3:20])([CH3:19])[CH2:4][CH2:3]1.[N+:21]([C:24]1[CH:32]=[CH:31][C:27]([C:28](O)=[O:29])=[CH:26][CH:25]=1)([O-:23])=[O:22].C1(P(C2C=CC=CC=2)C2C=CC=CC=2)C=CC=CC=1.N(C(OCC)=O)=NC(OCC)=O.C1(C)C=CC=CC=1, predict the reaction product. The product is: [N+:21]([C:24]1[CH:25]=[CH:26][C:27]([C:28]([O:1][C@H:2]2[CH2:3][CH2:4][C:5]([CH3:20])([CH3:19])[C@H:6]([N:8]3[C:16](=[O:17])[C:15]4[C:10](=[CH:11][CH:12]=[CH:13][CH:14]=4)[C:9]3=[O:18])[CH2:7]2)=[O:29])=[CH:31][CH:32]=1)([O-:23])=[O:22]. (3) Given the reactants [CH3:1][O:2][C:3]1[CH:4]=[C:5]2[C:10](=[CH:11][C:12]=1[O:13][CH3:14])[N:9]=[CH:8][N:7]=[C:6]2[O:15][C:16]1[CH:22]=[CH:21][C:19]([NH2:20])=[CH:18][CH:17]=1.C(N(CC)CC)C.ClC(Cl)(O[C:34](=[O:40])OC(Cl)(Cl)Cl)Cl.[NH2:42][C:43]1[S:44][C:45]([CH3:48])=[CH:46][N:47]=1, predict the reaction product. The product is: [CH3:1][O:2][C:3]1[CH:4]=[C:5]2[C:10](=[CH:11][C:12]=1[O:13][CH3:14])[N:9]=[CH:8][N:7]=[C:6]2[O:15][C:16]1[CH:22]=[CH:21][C:19]([NH:20][C:34]([NH:42][C:43]2[S:44][C:45]([CH3:48])=[CH:46][N:47]=2)=[O:40])=[CH:18][CH:17]=1.